This data is from Reaction yield outcomes from USPTO patents with 853,638 reactions. The task is: Predict the reaction yield, written as a fraction of the theoretical maximum amount of product (1.0 means a 100% yield; for example, 0.34 means a 34% yield). (1) The reactants are [C:1]([NH:4][CH2:5][CH:6]1[O:10][C:9](=[O:11])[N:8]([C:12]2[CH:17]=[CH:16][C:15]([N:18](CC3C=CC=CC=3)C(=O)OCC3C=CC=CC=3)=[C:14]([F:36])[CH:13]=2)[CH2:7]1)(=[O:3])[CH3:2]. The catalyst is CO.[Pd]. The product is [NH2:18][C:15]1[CH:16]=[CH:17][C:12]([N:8]2[CH2:7][C@H:6]([CH2:5][NH:4][C:1](=[O:3])[CH3:2])[O:10][C:9]2=[O:11])=[CH:13][C:14]=1[F:36]. The yield is 0.610. (2) The reactants are [Cl:1][C:2]1[CH:3]=[C:4]([NH:8][C:9]2[CH:10]=[CH:11][C:12]3[N:13]([C:15]([C@H:18]([NH:20][C:21](=O)[O:22]C(C)(C)C)[CH3:19])=[N:16][N:17]=3)[N:14]=2)[CH:5]=[CH:6][CH:7]=1.[NH2:28][C:29]1[C:30](C(O)=O)=[N:31][CH:32]=[CH:33][N:34]=1.CN(C(ON1N=NC2C=CC=CC1=2)=[N+](C)C)C.F[P-](F)(F)(F)(F)F.CCN(C(C)C)C(C)C. The catalyst is C(O)(C(F)(F)F)=O.C(Cl)Cl.C(OCC)(=O)C. The product is [Cl:1][C:2]1[CH:3]=[C:4]([NH:8][C:9]2[CH:10]=[CH:11][C:12]3[N:13]([C:15]([C@H:18]([NH:20][C:21]([C:30]4[C:29]([NH2:28])=[N:34][CH:33]=[CH:32][N:31]=4)=[O:22])[CH3:19])=[N:16][N:17]=3)[N:14]=2)[CH:5]=[CH:6][CH:7]=1. The yield is 0.480. (3) The reactants are [Br:1][C:2]1[CH:3]=[CH:4][C:5](I)=[C:6]([CH:21]=1)[CH2:7][O:8][C:9]1[C:18]2[C:13](=[CH:14][C:15]([O:19][CH3:20])=[CH:16][CH:17]=2)[CH:12]=[CH:11][CH:10]=1.C([O-])(=O)C.[Na+]. The catalyst is CN(C)C=O. The product is [Br:1][C:2]1[CH:3]=[CH:4][C:5]2[C:10]3[C:9](=[C:18]4[CH:17]=[CH:16][C:15]([O:19][CH3:20])=[CH:14][C:13]4=[CH:12][CH:11]=3)[O:8][CH2:7][C:6]=2[CH:21]=1. The yield is 0.350. (4) The reactants are [Cl:1][C:2]1[CH:7]=[CH:6][N:5]=[C:4]([NH2:8])[CH:3]=1.[C:9]([N:14]=[C:15]=[S:16])(=[O:13])[O:10][CH2:11][CH3:12]. The catalyst is O1CCOCC1.C(OCC)(=O)C. The product is [CH2:11]([O:10][C:9]([NH:14][C:15]([NH:8][C:4]1[CH:3]=[C:2]([Cl:1])[CH:7]=[CH:6][N:5]=1)=[S:16])=[O:13])[CH3:12]. The yield is 0.921. (5) The reactants are [Br:1][C:2]1[C:7]([F:8])=[CH:6][CH:5]=[C:4]([NH2:9])[C:3]=1[NH2:10].CN(C=O)C.Br[CH:17]([CH3:23])[C:18](OCC)=[O:19].C([O-])(O)=O.[Na+]. The catalyst is [Cl-].[Na+].O. The product is [Br:1][C:2]1[C:7]([F:8])=[CH:6][CH:5]=[C:4]2[C:3]=1[NH:10][C:18](=[O:19])[CH:17]([CH3:23])[NH:9]2. The yield is 0.960. (6) The reactants are [OH:1][C@H:2]1[CH2:19][CH2:18][C@@:17]2([CH3:20])[C@@H:4]([CH2:5][CH2:6][C@:7]3([CH3:37])[C@@H:16]2[CH2:15][CH2:14][C@H:13]2[C@@:8]3([CH3:36])[CH2:9][CH2:10][C@@:11]3([C:28]([N:30]4[CH2:35][CH2:34][O:33][CH2:32][CH2:31]4)=[O:29])[CH2:23][CH2:22][C@@H:21]([C:24]4([CH3:27])[CH2:26][CH2:25]4)[C@@H:12]32)[C:3]1([CH3:39])[CH3:38].[CH3:40][C:41]1([CH3:48])[CH2:46][C:45](=[O:47])[O:44][C:42]1=[O:43]. The catalyst is C1(C)C=CC=CC=1.CN(C1C=CN=CC=1)C. The product is [CH3:40][C:41]([CH3:48])([CH2:46][C:45](=[O:47])[O:1][C@H:2]1[CH2:19][CH2:18][C@@:17]2([CH3:20])[C@@H:4]([CH2:5][CH2:6][C@:7]3([CH3:37])[C@@H:16]2[CH2:15][CH2:14][C@H:13]2[C@@:8]3([CH3:36])[CH2:9][CH2:10][C@@:11]3([C:28]([N:30]4[CH2:35][CH2:34][O:33][CH2:32][CH2:31]4)=[O:29])[CH2:23][CH2:22][C@@H:21]([C:24]4([CH3:27])[CH2:26][CH2:25]4)[C@@H:12]32)[C:3]1([CH3:39])[CH3:38])[C:42]([OH:44])=[O:43]. The yield is 0.470. (7) The reactants are Cl.[F:2][C:3]1[CH:8]=[CH:7][C:6](/[CH:9]=[CH:10]/[C:11]2[CH:16]=[CH:15][C:14]([S:17]([C:20]3[CH:27]=[CH:26][CH:25]=[CH:24][C:21]=3[CH2:22][NH2:23])(=[O:19])=[O:18])=[CH:13][CH:12]=2)=[CH:5][CH:4]=1.[CH3:28][S:29](Cl)(=[O:31])=[O:30]. The catalyst is [OH-].[Na+].ClCCl. The product is [F:2][C:3]1[CH:4]=[CH:5][C:6](/[CH:9]=[CH:10]/[C:11]2[CH:16]=[CH:15][C:14]([S:17]([C:20]3[CH:27]=[CH:26][CH:25]=[CH:24][C:21]=3[CH2:22][NH:23][S:29]([CH3:28])(=[O:31])=[O:30])(=[O:19])=[O:18])=[CH:13][CH:12]=2)=[CH:7][CH:8]=1. The yield is 0.220. (8) The reactants are [Cl:1][C:2]1[C:14]2[C:13]3[C:8](=[CH:9][CH:10]=[CH:11][CH:12]=3)[C:7]([C:20]([F:23])([F:22])[F:21])([O:15]CC(O)=O)[C:6]=2[CH:5]=[C:4]([F:24])[CH:3]=1.C(N(C(C)C)C(C)C)C.C1(P(N=[N+]=[N-])(C2C=CC=CC=2)=O)C=CC=CC=1.Cl. The catalyst is C(O)(C)(C)C.C(O)(=O)C.CN(C)C=O. The product is [Cl:1][C:2]1[C:14]2[C:13]3[C:8](=[CH:9][CH:10]=[CH:11][CH:12]=3)[C:7]([C:20]([F:21])([F:22])[F:23])([OH:15])[C:6]=2[CH:5]=[C:4]([F:24])[CH:3]=1. The yield is 0.700. (9) The reactants are [N:1]([CH2:4][C@@H:5]([NH:12][C:13]([C:15]1[S:16][CH:17]=[CH:18][C:19]=1[NH:20][C:21]1[CH:26]=[CH:25][N:24]=[C:23]2[NH:27][CH:28]=[CH:29][C:22]=12)=[O:14])[C:6]1[CH:11]=[CH:10][CH:9]=[CH:8][CH:7]=1)=[N+]=[N-]. The catalyst is CO.[Pd]. The product is [NH2:1][CH2:4][C@@H:5]([NH:12][C:13]([C:15]1[S:16][CH:17]=[CH:18][C:19]=1[NH:20][C:21]1[CH:26]=[CH:25][N:24]=[C:23]2[NH:27][CH:28]=[CH:29][C:22]=12)=[O:14])[C:6]1[CH:11]=[CH:10][CH:9]=[CH:8][CH:7]=1. The yield is 0.660. (10) The reactants are [CH3:1][N:2]([CH2:4][C:5]1[C:13]2[C:8](=[N:9][CH:10]=[C:11]([C:14]#[N:15])[CH:12]=2)[NH:7][CH:6]=1)[CH3:3].[C:16]([O:20][C:21](O[C:21]([O:20][C:16]([CH3:19])([CH3:18])[CH3:17])=[O:22])=[O:22])([CH3:19])([CH3:18])[CH3:17].C(N(CC)CC)C. The catalyst is O1CCCC1.CN(C)C1C=CN=CC=1. The product is [C:16]([O:20][C:21]([N:7]1[C:8]2=[N:9][CH:10]=[C:11]([C:14]#[N:15])[CH:12]=[C:13]2[C:5]([CH2:4][N:2]([CH3:1])[CH3:3])=[CH:6]1)=[O:22])([CH3:19])([CH3:18])[CH3:17]. The yield is 0.830.